Dataset: Catalyst prediction with 721,799 reactions and 888 catalyst types from USPTO. Task: Predict which catalyst facilitates the given reaction. (1) Reactant: [N:1]1[CH:6]=[CH:5][C:4]([CH2:7][C:8]([O:10][CH2:11][CH3:12])=[O:9])=[CH:3][CH:2]=1.[H-].[Na+].[CH3:15]I. Product: [N:1]1[CH:6]=[CH:5][C:4]([CH:7]([CH3:15])[C:8]([O:10][CH2:11][CH3:12])=[O:9])=[CH:3][CH:2]=1. The catalyst class is: 1. (2) Reactant: FC(F)(F)C(O)=O.[Si:8]([O:15][CH:16]1[CH2:33][N:21]2[C:22]3[C:31]4[C:26](=[CH:27][CH:28]=[CH:29][CH:30]=4)[N:25]=[CH:24][C:23]=3[N:32]=[C:20]2[CH2:19][N:18](C(OC(C)(C)C)=O)[CH2:17]1)([C:11]([CH3:14])([CH3:13])[CH3:12])([CH3:10])[CH3:9]. Product: [Si:8]([O:15][CH:16]1[CH2:33][N:21]2[C:22]3[C:31]4[C:26](=[CH:27][CH:28]=[CH:29][CH:30]=4)[N:25]=[CH:24][C:23]=3[N:32]=[C:20]2[CH2:19][NH:18][CH2:17]1)([C:11]([CH3:12])([CH3:13])[CH3:14])([CH3:10])[CH3:9]. The catalyst class is: 4. (3) Product: [CH3:13][O:15][CH:16]([O:19][CH3:20])[CH2:17][NH:18][CH2:11][C:3]1[N:2]([CH3:1])[C:6]2[CH:7]=[CH:8][CH:9]=[CH:10][C:5]=2[N:4]=1. Reactant: [CH3:1][N:2]1[C:6]2[CH:7]=[CH:8][CH:9]=[CH:10][C:5]=2[N:4]=[C:3]1[CH:11]=O.[CH2:13]([O:15][CH:16]([O:19][CH2:20]C)[CH2:17][NH2:18])C.[BH3-]C#N.[Na+]. The catalyst class is: 130. (4) Reactant: [BH4-].[Na+].[CH2:3]([N:7]([CH2:48][CH:49]([CH3:51])[CH3:50])[C:8]([C:10]1[CH:47]=[CH:46][C:13]2[N:14]([CH2:33][CH2:34][CH2:35][N:36]([CH3:45])[CH2:37][CH2:38][C:39]3[CH:44]=[CH:43][CH:42]=[CH:41][N:40]=3)[C:15]([S:17][CH2:18][C:19](=[O:32])[C:20]3[CH:25]=[C:24]([O:26][CH3:27])[C:23]([O:28][CH3:29])=[C:22]([O:30][CH3:31])[CH:21]=3)=[N:16][C:12]=2[CH:11]=1)=[O:9])[CH:4]([CH3:6])[CH3:5]. Product: [OH:32][CH:19]([C:20]1[CH:21]=[C:22]([O:30][CH3:31])[C:23]([O:28][CH3:29])=[C:24]([O:26][CH3:27])[CH:25]=1)[CH2:18][S:17][C:15]1[N:14]([CH2:33][CH2:34][CH2:35][N:36]([CH3:45])[CH2:37][CH2:38][C:39]2[CH:44]=[CH:43][CH:42]=[CH:41][N:40]=2)[C:13]2[CH:46]=[CH:47][C:10]([C:8]([N:7]([CH2:48][CH:49]([CH3:51])[CH3:50])[CH2:3][CH:4]([CH3:5])[CH3:6])=[O:9])=[CH:11][C:12]=2[N:16]=1. The catalyst class is: 5. (5) Reactant: [C:1]([C:5]1[CH:6]=[C:7]2[C:12](=[C:13]([F:15])[CH:14]=1)[C:11](=[O:16])[N:10]([C:17]1[N:24]=[CH:23][CH:22]=[C:21]([C:25]3[CH:30]=[C:29]([NH:31][C:32]4[CH:41]=[C:35]5[CH2:36][N:37]([CH3:40])[CH2:38][CH2:39][N:34]5[N:33]=4)[C:28](=[O:42])[N:27]([CH3:43])[CH:26]=3)[C:18]=1[CH:19]=[O:20])[N:9]=[CH:8]2)([CH3:4])([CH3:3])[CH3:2].[BH4-].[Na+]. Product: [C:1]([C:5]1[CH:6]=[C:7]2[C:12](=[C:13]([F:15])[CH:14]=1)[C:11](=[O:16])[N:10]([C:17]1[C:18]([CH2:19][OH:20])=[C:21]([C:25]3[CH:30]=[C:29]([NH:31][C:32]4[CH:41]=[C:35]5[CH2:36][N:37]([CH3:40])[CH2:38][CH2:39][N:34]5[N:33]=4)[C:28](=[O:42])[N:27]([CH3:43])[CH:26]=3)[CH:22]=[CH:23][N:24]=1)[N:9]=[CH:8]2)([CH3:4])([CH3:2])[CH3:3]. The catalyst class is: 138.